Dataset: Forward reaction prediction with 1.9M reactions from USPTO patents (1976-2016). Task: Predict the product of the given reaction. (1) Given the reactants [F:1][C:2]([F:56])([F:55])[C:3]1[CH:4]=[C:5]([CH:52]=[CH:53][CH:54]=1)[CH2:6][NH:7][C:8]([C:10]1[CH:15]=[CH:14][N:13]=[C:12]([C:16]2[CH:21]=[C:20]([N:22]3[CH2:27][CH2:26][CH2:25][CH2:24][CH2:23]3)[CH:19]=[CH:18][C:17]=2[NH:28][C:29]([C:31]2[CH:32]=[C:33]([CH:49]=[CH:50][CH:51]=2)[CH2:34][N:35]2[CH2:41][CH2:40][CH2:39][N:38](C(OC(C)(C)C)=O)[CH2:37][CH2:36]2)=[O:30])[CH:11]=1)=[O:9].FC(F)(F)C(O)=O, predict the reaction product. The product is: [N:35]1([CH2:34][C:33]2[CH:32]=[C:31]([CH:51]=[CH:50][CH:49]=2)[C:29]([NH:28][C:17]2[CH:18]=[CH:19][C:20]([N:22]3[CH2:23][CH2:24][CH2:25][CH2:26][CH2:27]3)=[CH:21][C:16]=2[C:12]2[CH:11]=[C:10]([CH:15]=[CH:14][N:13]=2)[C:8]([NH:7][CH2:6][C:5]2[CH:52]=[CH:53][CH:54]=[C:3]([C:2]([F:55])([F:56])[F:1])[CH:4]=2)=[O:9])=[O:30])[CH2:41][CH2:40][CH2:39][NH:38][CH2:37][CH2:36]1. (2) Given the reactants [CH3:1][S:2](Cl)(=[O:4])=[O:3].[F:6][C:7]1[CH:12]=[CH:11][C:10]([S:13]([N:16]([C:21]2[C:30]([C:31]([O:33][CH3:34])=[O:32])=[C:29]3[C:24]([C@H:25]4[CH2:35][C@H:26]4[CH2:27][O:28]3)=[CH:23][CH:22]=2)[C:17]([O:19][CH3:20])=[O:18])(=[O:15])=[O:14])=[C:9]([CH:36]2[CH2:38][CH:37]2[CH2:39][OH:40])[CH:8]=1.C(N(CC)CC)C.FC1C=CC(S(N(C2C(C([O-])=O)=C3C(C4CC4CO3)=CC=2)C(OC)=O)(=O)=O)=C(C2CC2COS(C)(=O)=O)C=1, predict the reaction product. The product is: [F:6][C:7]1[CH:12]=[CH:11][C:10]([S:13]([N:16]([C:21]2[C:30]([C:31]([O:33][CH3:34])=[O:32])=[C:29]3[C:24]([C@H:25]4[CH2:35][C@H:26]4[CH2:27][O:28]3)=[CH:23][CH:22]=2)[C:17]([O:19][CH3:20])=[O:18])(=[O:15])=[O:14])=[C:9]([CH:36]2[CH2:38][CH:37]2[CH2:39][O:40][S:2]([CH3:1])(=[O:4])=[O:3])[CH:8]=1. (3) Given the reactants [CH3:1][C:2]1[CH:11]=[CH:10][C:5]([C:6]([O:8][CH3:9])=[O:7])=[CH:4][N:3]=1.ClC1C=CC=C(C(OO)=[O:20])C=1, predict the reaction product. The product is: [CH3:1][C:2]1[CH:11]=[CH:10][C:5]([C:6]([O:8][CH3:9])=[O:7])=[CH:4][N+:3]=1[O-:20]. (4) Given the reactants [NH:1]1[CH2:6][CH2:5][NH:4][CH2:3][CH2:2]1.[C:7](Cl)([C:20]1[CH:25]=[CH:24][CH:23]=[CH:22][CH:21]=1)([C:14]1[CH:19]=[CH:18][CH:17]=[CH:16][CH:15]=1)[C:8]1[CH:13]=[CH:12][CH:11]=[CH:10][CH:9]=1.[C:27]([OH:34])(=[O:33])[CH2:28][CH2:29][C:30]([OH:32])=[O:31], predict the reaction product. The product is: [C:27]([OH:34])(=[O:33])[CH2:28][CH2:29][C:30]([OH:32])=[O:31].[C:7]([N:1]1[CH2:6][CH2:5][NH:4][CH2:3][CH2:2]1)([C:8]1[CH:13]=[CH:12][CH:11]=[CH:10][CH:9]=1)([C:20]1[CH:21]=[CH:22][CH:23]=[CH:24][CH:25]=1)[C:14]1[CH:15]=[CH:16][CH:17]=[CH:18][CH:19]=1. (5) Given the reactants O.[NH2:2][NH2:3].[N:4]1[CH:9]=[CH:8][C:7]([CH2:10][CH2:11][CH2:12][NH:13][C:14]([C:16]2[S:20][C:19]([C:21]([O:23]C)=O)=[CH:18][CH:17]=2)=[O:15])=[CH:6][CH:5]=1, predict the reaction product. The product is: [N:4]1[CH:9]=[CH:8][C:7]([CH2:10][CH2:11][CH2:12][NH:13][C:14]([C:16]2[S:20][C:19]([C:21]([NH:2][NH2:3])=[O:23])=[CH:18][CH:17]=2)=[O:15])=[CH:6][CH:5]=1. (6) Given the reactants S(=O)(=O)(O)O.[Br:6][C:7]1[C:8]([C:12]([OH:14])=[O:13])=[N:9][NH:10][CH:11]=1.[CH3:15][C:16](O)([CH3:18])[CH3:17], predict the reaction product. The product is: [Br:6][C:7]1[C:8]([C:12]([OH:14])=[O:13])=[N:9][N:10]([C:16]([CH3:18])([CH3:17])[CH3:15])[CH:11]=1.